Dataset: Reaction yield outcomes from USPTO patents with 853,638 reactions. Task: Predict the reaction yield, written as a fraction of the theoretical maximum amount of product (1.0 means a 100% yield; for example, 0.34 means a 34% yield). (1) The reactants are [F:1][C:2]1[CH:3]=[C:4]([CH:6]=[CH:7][CH:8]=1)[NH2:5].[NH2:9][C:10]1[C:11]([C:15](Cl)=[N:16][OH:17])=[N:12][O:13][N:14]=1.C(N(CC)CC)C. The catalyst is C(O)C. The product is [NH2:9][C:10]1[C:11]([C:15](=[N:16][OH:17])[NH:5][C:4]2[CH:6]=[CH:7][CH:8]=[C:2]([F:1])[CH:3]=2)=[N:12][O:13][N:14]=1. The yield is 0.290. (2) The reactants are [CH:1]([O:4][C:5]1[CH:13]=[C:12]([C:14]([F:17])([F:16])[F:15])[CH:11]=[CH:10][C:6]=1[C:7]([OH:9])=O)([CH3:3])[CH3:2].Cl.[CH3:19][NH:20][O:21][CH3:22].CN1CCOCC1.Cl.CN(C)CCCN=C=NCC. The catalyst is C(Cl)Cl.CCOC(C)=O. The product is [CH:1]([O:4][C:5]1[CH:13]=[C:12]([C:14]([F:17])([F:16])[F:15])[CH:11]=[CH:10][C:6]=1[C:7]([N:20]([O:21][CH3:22])[CH3:19])=[O:9])([CH3:2])[CH3:3]. The yield is 0.800. (3) The reactants are ClC1C=CC2SC=C(CN3CCN(C4SC(C(O)=O)=C(C)N=4)C3=O)C=2C=1.[CH:27]1([CH2:30][N:31]2[CH2:36][CH2:35][CH2:34][N:33]([C:37]3[S:38][C:39]([C:43]([OH:45])=O)=[C:40]([CH3:42])[N:41]=3)[C:32]2=[O:46])[CH2:29][CH2:28]1.[N:47]1[CH:52]=[CH:51][CH:50]=[C:49]([CH2:53][NH2:54])[CH:48]=1. No catalyst specified. The product is [CH:27]1([CH2:30][N:31]2[CH2:36][CH2:35][CH2:34][N:33]([C:37]3[S:38][C:39]([C:43]([NH:54][CH2:53][C:49]4[CH:48]=[N:47][CH:52]=[CH:51][CH:50]=4)=[O:45])=[C:40]([CH3:42])[N:41]=3)[C:32]2=[O:46])[CH2:28][CH2:29]1. The yield is 0.220. (4) The reactants are CC([S@@]([NH:7][CH:8]([C:13]1[N:14]=[C:15]2[CH:21]=[CH:20][N:19]([S:22]([C:25]3[CH:31]=[CH:30][C:28]([CH3:29])=[CH:27][CH:26]=3)(=[O:24])=[O:23])[C:16]2=[N:17][CH:18]=1)[C:9]([F:12])([F:11])[F:10])=O)(C)C.[ClH:32]. The yield is 0.700. The product is [ClH:32].[F:11][C:9]([F:10])([F:12])[CH:8]([C:13]1[N:14]=[C:15]2[CH:21]=[CH:20][N:19]([S:22]([C:25]3[CH:31]=[CH:30][C:28]([CH3:29])=[CH:27][CH:26]=3)(=[O:23])=[O:24])[C:16]2=[N:17][CH:18]=1)[NH2:7]. The catalyst is CO.CCOCC. (5) The product is [CH2:12]([C:6]1([CH3:19])[NH:5][C:3](=[O:4])[CH2:2][NH:21][C:7]1=[O:8])[C:13]1[CH:18]=[CH:17][CH:16]=[CH:15][CH:14]=1. The reactants are Cl[CH2:2][C:3]([NH:5][C:6]([CH3:19])([CH2:12][C:13]1[CH:18]=[CH:17][CH:16]=[CH:15][CH:14]=1)[C:7](OCC)=[O:8])=[O:4].O.[NH3:21]. The yield is 0.884. The catalyst is C(O)C. (6) The reactants are [C:1]([C:3]([C:6]1[CH:11]=[CH:10][C:9](B(O)O)=[CH:8][CH:7]=1)([CH3:5])[CH3:4])#[N:2].[NH2:15][C:16]1[C:17]([C:23]2[CH:24]=[C:25]3[C:30](=[CH:31][CH:32]=2)[C:29](=[O:33])[NH:28][CH2:27][CH2:26]3)=[N:18][C:19](Br)=[CH:20][N:21]=1. The catalyst is C(O)CCC. The product is [NH2:15][C:16]1[N:21]=[CH:20][C:19]([C:9]2[CH:10]=[CH:11][C:6]([C:3]([CH3:5])([CH3:4])[C:1]#[N:2])=[CH:7][CH:8]=2)=[N:18][C:17]=1[C:23]1[CH:24]=[C:25]2[C:30](=[CH:31][CH:32]=1)[C:29](=[O:33])[NH:28][CH2:27][CH2:26]2. The yield is 0.820. (7) The reactants are [F:1][C:2]1[CH:3]=[C:4]([CH:6]=[CH:7][C:8]=1[F:9])[NH2:5].[N:10]([O-])=O.[Na+].[Sn](Cl)Cl. The catalyst is Cl.O. The product is [F:1][C:2]1[CH:3]=[C:4]([NH:5][NH2:10])[CH:6]=[CH:7][C:8]=1[F:9]. The yield is 0.574. (8) The reactants are [NH:1]1[CH:5]=[N:4][C:3]([C:6]([O:8][CH3:9])=[O:7])=[N:2]1.[N+:10]([C:13]1[CH:20]=[CH:19][C:16]([CH2:17]Br)=[CH:15][CH:14]=1)([O-:12])=[O:11].C(=O)([O-])[O-].[K+].[K+].CN(C)C=O. The catalyst is O. The product is [N+:10]([C:13]1[CH:20]=[CH:19][C:16]([CH2:17][N:2]2[C:3]([C:6]([O:8][CH3:9])=[O:7])=[N:4][CH:5]=[N:1]2)=[CH:15][CH:14]=1)([O-:12])=[O:11]. The yield is 0.120.